This data is from Catalyst prediction with 721,799 reactions and 888 catalyst types from USPTO. The task is: Predict which catalyst facilitates the given reaction. (1) Reactant: O=P(Cl)(Cl)Cl.[CH2:6]([N:13]1[C:21]2[C:16](=[CH:17][CH:18]=[C:19]([O:22][CH3:23])[CH:20]=2)[CH:15]=[C:14]1[CH:24]([CH3:26])[CH3:25])[C:7]1[CH:12]=[CH:11][CH:10]=[CH:9][CH:8]=1.CN([CH:30]=[O:31])C. Product: [CH2:6]([N:13]1[C:21]2[C:16](=[CH:17][CH:18]=[C:19]([O:22][CH3:23])[CH:20]=2)[C:15]([CH:30]=[O:31])=[C:14]1[CH:24]([CH3:26])[CH3:25])[C:7]1[CH:8]=[CH:9][CH:10]=[CH:11][CH:12]=1. The catalyst class is: 25. (2) Reactant: [OH:1][CH:2]1[CH:8]([NH:9][C:10]([C@@H:12]([NH:17][C:18]([C:20]2[O:21][C:22]3[CH:28]=[CH:27][CH:26]=[CH:25][C:23]=3[CH:24]=2)=[O:19])[CH2:13][CH:14]([CH3:16])[CH3:15])=[O:11])[CH2:7][CH2:6][CH2:5][NH:4][CH2:3]1.C(N(CC)CC)C.[N:36]1[CH:41]=[CH:40][CH:39]=[C:38]([S:42](Cl)(=[O:44])=[O:43])[CH:37]=1.CO. Product: [CH3:16][CH:14]([CH3:15])[CH2:13][C@H:12]([NH:17][C:18]([C:20]1[O:21][C:22]2[CH:28]=[CH:27][CH:26]=[CH:25][C:23]=2[CH:24]=1)=[O:19])[C:10](=[O:11])[NH:9][CH:8]1[CH2:7][CH2:6][CH2:5][N:4]([S:42]([C:38]2[CH:37]=[N:36][CH:41]=[CH:40][CH:39]=2)(=[O:44])=[O:43])[CH2:3][CH:2]1[OH:1]. The catalyst class is: 96. (3) Reactant: Cl[C:2]1[N:7]=[CH:6][C:5]([C:8]2[NH:12][C:11]3[CH:13]=[CH:14][CH:15]=[C:16]([C:17]([NH:19][C:20]4[S:21][CH:22]=[CH:23][N:24]=4)=[O:18])[C:10]=3[N:9]=2)=[CH:4][CH:3]=1.[NH:25]1[CH2:30][CH2:29][O:28][CH2:27][CH2:26]1. Product: [O:28]1[CH2:29][CH2:30][N:25]([C:2]2[N:7]=[CH:6][C:5]([C:8]3[NH:12][C:11]4[CH:13]=[CH:14][CH:15]=[C:16]([C:17]([NH:19][C:20]5[S:21][CH:22]=[CH:23][N:24]=5)=[O:18])[C:10]=4[N:9]=3)=[CH:4][CH:3]=2)[CH2:26][CH2:27]1. The catalyst class is: 58. (4) Reactant: [C:1]([O:5][C:6]([N:8]1[CH2:14][CH2:13][C:12]2([C:15]3[CH:20]=[CH:19][CH:18]=[C:17]([O:21][CH3:22])[CH:16]=3)[CH:10]([O:11]2)[CH2:9]1)=[O:7])([CH3:4])([CH3:3])[CH3:2]. Product: [C:1]([O:5][C:6]([N:8]1[CH2:14][CH2:13][CH:12]([C:15]2[CH:20]=[CH:19][CH:18]=[C:17]([O:21][CH3:22])[CH:16]=2)[CH:10]([OH:11])[CH2:9]1)=[O:7])([CH3:4])([CH3:3])[CH3:2]. The catalyst class is: 19. (5) Reactant: F[C:2]1[CH:3]=[CH:4][C:5]([N+:14]([O-:16])=[O:15])=[C:6]([N:8]([CH3:13])[S:9]([CH3:12])(=[O:11])=[O:10])[CH:7]=1.[N:17]1([C:24]([O:26][C:27]([CH3:30])([CH3:29])[CH3:28])=[O:25])[CH2:23][CH2:22][CH2:21][NH:20][CH2:19][CH2:18]1.C(=O)([O-])[O-].[K+].[K+].O. Product: [C:27]([O:26][C:24]([N:17]1[CH2:23][CH2:22][CH2:21][N:20]([C:2]2[CH:3]=[CH:4][C:5]([N+:14]([O-:16])=[O:15])=[C:6]([N:8]([CH3:13])[S:9]([CH3:12])(=[O:11])=[O:10])[CH:7]=2)[CH2:19][CH2:18]1)=[O:25])([CH3:30])([CH3:28])[CH3:29]. The catalyst class is: 16.